From a dataset of Forward reaction prediction with 1.9M reactions from USPTO patents (1976-2016). Predict the product of the given reaction. (1) Given the reactants Cl.[F:2][C:3]1[CH:8]=[CH:7][C:6]([CH:9]2[N:13]([S:14]([C:17]3[CH:22]=[CH:21][C:20]([CH3:23])=[CH:19][CH:18]=3)(=[O:16])=[O:15])[CH:12]([C:24]#[N:25])[CH2:11][CH2:10]2)=[CH:5][CH:4]=1.[CH3:26][NH:27]N.[CH2:29]([N:31](CC)CC)C, predict the reaction product. The product is: [F:2][C:3]1[CH:4]=[CH:5][C:6]([CH:9]2[N:13]([S:14]([C:17]3[CH:18]=[CH:19][C:20]([CH3:23])=[CH:21][CH:22]=3)(=[O:16])=[O:15])[CH:12]([C:24]3[N:31]=[CH:29][N:27]([CH3:26])[N:25]=3)[CH2:11][CH2:10]2)=[CH:7][CH:8]=1. (2) Given the reactants [OH:1][C@H:2]1[CH2:7][CH2:6][C@H:5]([NH:8][C:9]([C:11]2[CH:16]=[CH:15][C:14]([C:17]3[CH:22]=[CH:21][C:20]([CH2:23][C@H:24]([NH:39][C:40]([C@H:42]4[CH2:47][CH2:46][C@H:45]([CH2:48][NH:49]C(=O)OC(C)(C)C)[CH2:44][CH2:43]4)=[O:41])[C:25](=[O:38])[NH:26][C:27]4[CH:32]=[CH:31][C:30]([C:33]5[N:34]=[N:35][NH:36][N:37]=5)=[CH:29][CH:28]=4)=[CH:19][CH:18]=3)=[C:13]([CH3:57])[CH:12]=2)=[O:10])[CH2:4][CH2:3]1.[ClH:58], predict the reaction product. The product is: [ClH:58].[NH2:49][CH2:48][C@H:45]1[CH2:46][CH2:47][C@H:42]([C:40]([NH:39][C@H:24]([C:25](=[O:38])[NH:26][C:27]2[CH:28]=[CH:29][C:30]([C:33]3[N:34]=[N:35][NH:36][N:37]=3)=[CH:31][CH:32]=2)[CH2:23][C:20]2[CH:21]=[CH:22][C:17]([C:14]3[CH:15]=[CH:16][C:11]([C:9]([NH:8][C@H:5]4[CH2:4][CH2:3][C@H:2]([OH:1])[CH2:7][CH2:6]4)=[O:10])=[CH:12][C:13]=3[CH3:57])=[CH:18][CH:19]=2)=[O:41])[CH2:43][CH2:44]1. (3) Given the reactants [N+:1]([C:4]1[CH:5]=[N:6][NH:7][CH:8]=1)([O-:3])=[O:2].C([O-])([O-])=O.[K+].[K+].Br[CH2:16][C:17]1([CH2:21][OH:22])[CH2:20][O:19][CH2:18]1, predict the reaction product. The product is: [N+:1]([C:4]1[CH:5]=[N:6][N:7]([CH2:16][C:17]2([CH2:21][OH:22])[CH2:20][O:19][CH2:18]2)[CH:8]=1)([O-:3])=[O:2]. (4) Given the reactants [NH2:1][C:2]1[CH:16]=[CH:15][C:14]([Cl:17])=[CH:13][C:3]=1[C:4]([C:6]1[CH:11]=[CH:10][CH:9]=[CH:8][C:7]=1[Cl:12])=[O:5].[CH3:18][Mg]Br.Cl, predict the reaction product. The product is: [NH2:1][C:2]1[CH:16]=[CH:15][C:14]([Cl:17])=[CH:13][C:3]=1[C:4]([C:6]1[CH:11]=[CH:10][CH:9]=[CH:8][C:7]=1[Cl:12])([OH:5])[CH3:18]. (5) Given the reactants [CH3:1][CH:2]([NH:4][C:5]1[N:13]=[C:12]2[C:8]([N:9]=[C:10]([NH:21][C:22]3[C:27]([F:28])=[CH:26][C:25]([F:29])=[CH:24][C:23]=3[F:30])[N:11]2[C@@H:14]([CH3:20])[CH2:15][CH2:16][C:17]([NH2:19])=[O:18])=[CH:7][N:6]=1)[CH3:3].CC(NC1N=C2C(N=C(NC3C(F)=CC(F)=CC=3F)N2[C@H](C)CCC(OC)=O)=CN=1)C, predict the reaction product. The product is: [CH3:3][CH:2]([NH:4][C:5]1[N:13]=[C:12]2[C:8]([N:9]=[C:10]([NH:21][C:22]3[C:23]([F:30])=[CH:24][C:25]([F:29])=[CH:26][C:27]=3[F:28])[N:11]2[C@H:14]([CH3:20])[CH2:15][CH2:16][C:17]([NH2:19])=[O:18])=[CH:7][N:6]=1)[CH3:1]. (6) Given the reactants [CH2:1]([O:3][C:4]([C:6]1[C:7]([OH:26])=[C:8]2[C:15]([Br:16])=[C:14]([Br:17])[N:13]([CH2:18][C:19]3[CH:24]=[CH:23][C:22]([F:25])=[CH:21][CH:20]=3)[C:9]2=[C:10](Br)[N:11]=1)=[O:5])[CH3:2].[C:27]([Cu])#[N:28], predict the reaction product. The product is: [CH2:1]([O:3][C:4]([C:6]1[C:7]([OH:26])=[C:8]2[C:15]([Br:16])=[C:14]([Br:17])[N:13]([CH2:18][C:19]3[CH:24]=[CH:23][C:22]([F:25])=[CH:21][CH:20]=3)[C:9]2=[C:10]([C:27]#[N:28])[N:11]=1)=[O:5])[CH3:2]. (7) Given the reactants [NH2:1][C:2]1[NH:3][C:4](=O)[C:5]([C:14]2[CH:15]=[CH:16][C:17](=[O:23])[N:18]([CH:20]([CH3:22])[CH3:21])[N:19]=2)=[C:6]([C:8]2[CH:13]=[CH:12][CH:11]=[CH:10][CH:9]=2)[N:7]=1.Cl.C(N(CC)CC)C.P(Cl)(Cl)([Cl:35])=O.C(=O)([O-])O.[Na+], predict the reaction product. The product is: [NH2:1][C:2]1[N:3]=[C:4]([Cl:35])[C:5]([C:14]2[CH:15]=[CH:16][C:17](=[O:23])[N:18]([CH:20]([CH3:22])[CH3:21])[N:19]=2)=[C:6]([C:8]2[CH:13]=[CH:12][CH:11]=[CH:10][CH:9]=2)[N:7]=1. (8) Given the reactants [NH:1]1[C:5]2[CH:6]=[CH:7][CH:8]=[CH:9][C:4]=2[N:3]=[C:2]1[CH2:10][C:11]#[N:12].CC(O[CH:18](N(C)C)[N:19]([CH3:21])[CH3:20])(C)C, predict the reaction product. The product is: [NH:1]1[C:5]2[CH:6]=[CH:7][CH:8]=[CH:9][C:4]=2[N:3]=[C:2]1[C:10](=[CH:18][N:19]([CH3:21])[CH3:20])[C:11]#[N:12].